This data is from HIV replication inhibition screening data with 41,000+ compounds from the AIDS Antiviral Screen. The task is: Binary Classification. Given a drug SMILES string, predict its activity (active/inactive) in a high-throughput screening assay against a specified biological target. (1) The drug is COc1cccc2c1[OH+][Ni-2]1([O+]=C2)[O+]=Cc2cccc(OC)c2[OH+]1. The result is 0 (inactive). (2) The compound is Cc1ccc(S(=O)(=O)N2CCC(C(=O)O)(c3ccccc3)CC2)cc1. The result is 0 (inactive).